This data is from Reaction yield outcomes from USPTO patents with 853,638 reactions. The task is: Predict the reaction yield, written as a fraction of the theoretical maximum amount of product (1.0 means a 100% yield; for example, 0.34 means a 34% yield). (1) The reactants are [Cl:1][C:2]1[CH:28]=[CH:27][C:26]([Cl:29])=[CH:25][C:3]=1[C:4]([NH:6][NH:7][C:8](=O)[C:9]1[CH:14]=[CH:13][C:12]([O:15][CH2:16][CH2:17][CH2:18][CH2:19][CH2:20][CH2:21][CH2:22][CH3:23])=[CH:11][CH:10]=1)=O.[CH3:30][O:31][C:32]1[CH:37]=[CH:36][C:35]([NH2:38])=[CH:34][CH:33]=1.P(Cl)(Cl)Cl. The catalyst is ClC1C=CC=CC=1Cl. The product is [Cl:1][C:2]1[CH:28]=[CH:27][C:26]([Cl:29])=[CH:25][C:3]=1[C:4]1[N:38]([C:35]2[CH:36]=[CH:37][C:32]([O:31][CH3:30])=[CH:33][CH:34]=2)[C:8]([C:9]2[CH:14]=[CH:13][C:12]([O:15][CH2:16][CH2:17][CH2:18][CH2:19][CH2:20][CH2:21][CH2:22][CH3:23])=[CH:11][CH:10]=2)=[N:7][N:6]=1. The yield is 0.340. (2) The reactants are [F:1][C:2]1[CH:7]=[CH:6][C:5]([N:8]2[C:12]([C:13]3[CH:23]=[CH:22][C:16]4[O:17][CH2:18][C:19](=[O:21])[NH:20][C:15]=4[CH:14]=3)=[CH:11][C:10]([C:24]([O:26]CC)=[O:25])=[N:9]2)=[CH:4][CH:3]=1.[OH-].[Na+].Cl. The catalyst is C1COCC1. The product is [F:1][C:2]1[CH:7]=[CH:6][C:5]([N:8]2[C:12]([C:13]3[CH:23]=[CH:22][C:16]4[O:17][CH2:18][C:19](=[O:21])[NH:20][C:15]=4[CH:14]=3)=[CH:11][C:10]([C:24]([OH:26])=[O:25])=[N:9]2)=[CH:4][CH:3]=1. The yield is 0.750.